From a dataset of TCR-epitope binding with 47,182 pairs between 192 epitopes and 23,139 TCRs. Binary Classification. Given a T-cell receptor sequence (or CDR3 region) and an epitope sequence, predict whether binding occurs between them. The epitope is FVDGVPFVV. The TCR CDR3 sequence is CASSPLANGGGGIEQYF. Result: 0 (the TCR does not bind to the epitope).